Dataset: Forward reaction prediction with 1.9M reactions from USPTO patents (1976-2016). Task: Predict the product of the given reaction. (1) Given the reactants [F:1][C:2]1([F:18])[CH2:6][CH2:5][C:4]([OH:17])([C:7]([O:9]CC2C=CC=CC=2)=[O:8])[CH2:3]1, predict the reaction product. The product is: [F:1][C:2]1([F:18])[CH2:6][CH2:5][C:4]([OH:17])([C:7]([OH:9])=[O:8])[CH2:3]1. (2) Given the reactants [CH2:1]([O:8][C:9]1[CH:10]=[C:11]([CH:15]=[C:16]([C:18]([O:20][CH3:21])=[O:19])[CH:17]=1)[C:12](O)=[O:13])[C:2]1[CH:7]=[CH:6][CH:5]=[CH:4][CH:3]=1.C(N(CC)CC)C.C(OC(Cl)=O)C(C)C.[BH4-].[Na+], predict the reaction product. The product is: [CH2:1]([O:8][C:9]1[CH:17]=[C:16]([CH:15]=[C:11]([CH2:12][OH:13])[CH:10]=1)[C:18]([O:20][CH3:21])=[O:19])[C:2]1[CH:7]=[CH:6][CH:5]=[CH:4][CH:3]=1. (3) Given the reactants Br[C:2]1[CH:7]=[CH:6][CH:5]=[CH:4][C:3]=1[O:8][CH3:9].Cl.[CH:11]1([C:14]2[N:23]=[C:22]([N:24]3[CH2:29][CH2:28][NH:27][CH2:26][CH:25]3[CH3:30])[C:21]3[C:16](=[CH:17][C:18]([O:33][CH3:34])=[C:19]([O:31][CH3:32])[CH:20]=3)[N:15]=2)[CH2:13][CH2:12]1.C(O[Na])(C)(C)C.C1C=CC(P(C2C(C3C(P(C4C=CC=CC=4)C4C=CC=CC=4)=CC=C4C=3C=CC=C4)=C3C(C=CC=C3)=CC=2)C2C=CC=CC=2)=CC=1, predict the reaction product. The product is: [CH:11]1([C:14]2[N:23]=[C:22]([N:24]3[CH2:29][CH2:28][N:27]([C:2]4[CH:7]=[CH:6][CH:5]=[CH:4][C:3]=4[O:8][CH3:9])[CH2:26][CH:25]3[CH3:30])[C:21]3[C:16](=[CH:17][C:18]([O:33][CH3:34])=[C:19]([O:31][CH3:32])[CH:20]=3)[N:15]=2)[CH2:12][CH2:13]1. (4) Given the reactants [C:1]([NH:11][C@H:12]([C:16]([OH:18])=[O:17])[CH:13]([CH3:15])[CH3:14])([O:3][CH2:4][C:5]1[CH:10]=[CH:9][CH:8]=[CH:7][CH:6]=1)=[O:2].[OH:19][C:20]1[CH:25]=[CH:24][CH:23]=[C:22](O)[CH:21]=1, predict the reaction product. The product is: [C:1]([NH:11][C@H:12]([C:16]([O:18][C:22]1[CH:21]=[C:20]([OH:19])[CH:25]=[CH:24][CH:23]=1)=[O:17])[CH:13]([CH3:14])[CH3:15])([O:3][CH2:4][C:5]1[CH:10]=[CH:9][CH:8]=[CH:7][CH:6]=1)=[O:2]. (5) Given the reactants [NH2:1][C:2]1[CH:3]=[C:4]([OH:9])[CH:5]=[CH:6][C:7]=1[Br:8].C(=O)([O-])[O-].[Cs+].[Cs+].Cl[C:17]1[C:22]2[CH:23]=[CH:24][O:25][C:21]=2[CH:20]=[CH:19][N:18]=1, predict the reaction product. The product is: [Br:8][C:7]1[CH:6]=[CH:5][C:4]([O:9][C:17]2[C:22]3[CH:23]=[CH:24][O:25][C:21]=3[CH:20]=[CH:19][N:18]=2)=[CH:3][C:2]=1[NH2:1].